Dataset: Full USPTO retrosynthesis dataset with 1.9M reactions from patents (1976-2016). Task: Predict the reactants needed to synthesize the given product. (1) Given the product [Cl:18][C:15]1[CH:16]=[C:17]2[C:12](=[C:13]([Cl:19])[CH:14]=1)[CH2:11][N:10]([CH3:20])[CH2:9][CH:8]2[C:5]1[CH:6]=[CH:7][C:2]([C:45]([OH:46])=[O:41])=[CH:3][CH:4]=1, predict the reactants needed to synthesize it. The reactants are: Br[C:2]1[CH:7]=[CH:6][C:5]([CH:8]2[C:17]3[C:12](=[C:13]([Cl:19])[CH:14]=[C:15]([Cl:18])[CH:16]=3)[CH2:11][N:10]([CH3:20])[CH2:9]2)=[CH:4][CH:3]=1.C1(P(C2C=CC=CC=2)C2C=CC=CC=2)C=CC=CC=1.[C]=[O:41].CN([CH:45]=[O:46])C.C1C=CC=CC=1. (2) The reactants are: Cl[C:2]1[CH:7]=[C:6]([C:8]2[CH:13]=[CH:12][CH:11]=[C:10]([C:14]#[C:15][C@:16]3([OH:23])[CH2:20][CH2:19][N:18]([CH3:21])[C:17]3=[O:22])[CH:9]=2)[N:5]=[C:4]([C:24]([O:26][CH2:27][CH3:28])=[O:25])[CH:3]=1.C([Sn](CCCC)(CCCC)[C:34]1[N:39]=[CH:38][CH:37]=[CH:36][N:35]=1)CCC.COC1C=CC=C(OC)C=1C1C=CC=CC=1P(C1CCCCC1)C1CCCCC1. Given the product [OH:23][C@@:16]1([C:15]#[C:14][C:10]2[CH:9]=[C:8]([C:6]3[N:5]=[C:4]([C:24]([O:26][CH2:27][CH3:28])=[O:25])[CH:3]=[C:2]([C:34]4[N:39]=[CH:38][CH:37]=[CH:36][N:35]=4)[CH:7]=3)[CH:13]=[CH:12][CH:11]=2)[CH2:20][CH2:19][N:18]([CH3:21])[C:17]1=[O:22], predict the reactants needed to synthesize it. (3) Given the product [O:65]1[CH2:64][CH2:63][N:62]([C:57]2[CH:56]=[C:55]([C:49]3[CH:48]=[CH:47][CH:46]=[C:45]4[C:50]=3[S:51][C:52]3[CH:53]=[CH:54][C:41]([NH:40][C:12]([CH:10]5[CH2:9][N:8]([C:6]([O:5][C:1]([CH3:2])([CH3:3])[CH3:4])=[O:7])[CH2:11]5)=[O:14])=[CH:42][C:43]=3[S:44]4)[NH:60][C:59](=[O:61])[CH:58]=2)[CH2:67][CH2:66]1, predict the reactants needed to synthesize it. The reactants are: [C:1]([O:5][C:6]([N:8]1[CH2:11][CH:10]([C:12]([OH:14])=O)[CH2:9]1)=[O:7])([CH3:4])([CH3:3])[CH3:2].F[P-](F)(F)(F)(F)F.N1(OC(N(C)C)=[N+](C)C)C2N=CC=CC=2N=N1.Cl.[NH2:40][C:41]1[CH:42]=[C:43]2[C:52](=[CH:53][CH:54]=1)[S:51][C:50]1[C:49]([C:55]3[NH:60][C:59](=[O:61])[CH:58]=[C:57]([N:62]4[CH2:67][CH2:66][O:65][CH2:64][CH2:63]4)[CH:56]=3)=[CH:48][CH:47]=[CH:46][C:45]=1[S:44]2.C(=O)([O-])O.[Na+]. (4) Given the product [CH:23]([C:26]1[CH:27]=[C:28]([CH:41]=[CH:42][C:43]=1[O:44][Si:45]([CH:52]([CH3:54])[CH3:53])([CH:49]([CH3:51])[CH3:50])[CH:46]([CH3:48])[CH3:47])[CH2:29][N:30]1[C:38]2[C:33](=[C:34]([NH:40][C:8](=[O:10])[C:2]([CH3:1])([CH3:11])[C:3]([O:5][CH2:6][CH3:7])=[O:4])[CH:35]=[CH:36][C:37]=2[CH3:39])[CH:32]=[CH:31]1)([CH3:25])[CH3:24], predict the reactants needed to synthesize it. The reactants are: [CH3:1][C:2]([CH3:11])([C:8]([O-:10])=O)[C:3]([O:5][CH2:6][CH3:7])=[O:4].C(N=C=NCCCN(C)C)C.[CH:23]([C:26]1[CH:27]=[C:28]([CH:41]=[CH:42][C:43]=1[O:44][Si:45]([CH:52]([CH3:54])[CH3:53])([CH:49]([CH3:51])[CH3:50])[CH:46]([CH3:48])[CH3:47])[CH2:29][N:30]1[C:38]2[C:33](=[C:34]([NH2:40])[CH:35]=[CH:36][C:37]=2[CH3:39])[CH:32]=[CH:31]1)([CH3:25])[CH3:24]. (5) Given the product [C:1]([O:5][C:6]([N:8]1[CH2:12][CH:11]=[C:10]([C:13]2[CH:18]=[CH:17][C:16]([C:19]([OH:26])=[O:25])=[CH:15][C:14]=2[C:21]([F:24])([F:23])[F:22])[CH2:9]1)=[O:7])([CH3:4])([CH3:3])[CH3:2], predict the reactants needed to synthesize it. The reactants are: [C:1]([O:5][C:6]([N:8]1[CH2:12][CH:11]=[C:10]([C:13]2[CH:18]=[CH:17][C:16]([C:19]#N)=[CH:15][C:14]=2[C:21]([F:24])([F:23])[F:22])[CH2:9]1)=[O:7])([CH3:4])([CH3:3])[CH3:2].[OH2:25].[OH-:26].[Na+]. (6) Given the product [CH3:16][O:15][C:10]1[CH:11]=[C:12]2[C:7](=[CH:8][CH:9]=1)[C:6]1=[CH:17][C:2]([NH:23][C:22]3[C:24]([CH3:28])=[CH:25][CH:26]=[CH:27][C:21]=3[O:20][CH3:19])=[N:3][C:4](=[O:18])[N:5]1[CH2:14][CH2:13]2, predict the reactants needed to synthesize it. The reactants are: Cl[C:2]1[CH:17]=[C:6]2[C:7]3[C:12]([CH2:13][CH2:14][N:5]2[C:4](=[O:18])[N:3]=1)=[CH:11][C:10]([O:15][CH3:16])=[CH:9][CH:8]=3.[CH3:19][O:20][C:21]1[CH:27]=[CH:26][CH:25]=[C:24]([CH3:28])[C:22]=1[NH2:23]. (7) Given the product [CH3:31][C:29]1[CH:28]=[CH:27][N:26]=[C:25]([NH:24][C:22](=[O:23])[C:21]2[CH:20]=[CH:19][C:18]([O:17][C:16]3[CH:15]=[CH:14][N:13]=[C:12]4[NH:8][N:9]=[C:10]([NH:34][C@@H:35]5[CH2:40][CH2:39][CH2:38][NH:37][CH2:36]5)[C:11]=34)=[CH:33][CH:32]=2)[CH:30]=1, predict the reactants needed to synthesize it. The reactants are: COC1C=CC(C[N:8]2[C:12]3=[N:13][CH:14]=[CH:15][C:16]([O:17][C:18]4[CH:33]=[CH:32][C:21]([C:22]([NH:24][C:25]5[CH:30]=[C:29]([CH3:31])[CH:28]=[CH:27][N:26]=5)=[O:23])=[CH:20][CH:19]=4)=[C:11]3[C:10]([NH:34][C@@H:35]3[CH2:40][CH2:39][CH2:38][NH:37][CH2:36]3)=[N:9]2)=CC=1. (8) Given the product [Cl:33][C:30]1[CH:31]=[CH:32][C:27]([S:24]([N:13]([CH2:12][C:9]2[CH:8]=[CH:7][C:6]([CH2:5][CH2:4][C:3]([OH:34])=[O:2])=[CH:11][CH:10]=2)[C@@H:14]2[CH2:20][C:19]([F:22])([F:21])[CH2:18][CH2:17][NH:16][C:15]2=[O:23])(=[O:26])=[O:25])=[CH:28][CH:29]=1, predict the reactants needed to synthesize it. The reactants are: C[O:2][C:3](=[O:34])[CH2:4][CH2:5][C:6]1[CH:11]=[CH:10][C:9]([CH2:12][N:13]([S:24]([C:27]2[CH:32]=[CH:31][C:30]([Cl:33])=[CH:29][CH:28]=2)(=[O:26])=[O:25])[C@@H:14]2[CH2:20][C:19]([F:22])([F:21])[CH2:18][CH2:17][NH:16][C:15]2=[O:23])=[CH:8][CH:7]=1.[Li+].[OH-].O.Cl. (9) The reactants are: [CH:1]1[CH2:5][CH2:4][CH2:3][CH:2]=1.C([O-])(=O)C.[K+].[C:11]([NH:19][C:20]1[CH:32]=[C:31](I)[CH:30]=[CH:29][C:21]=1[C:22]([O:24][C:25]([CH3:28])([CH3:27])[CH3:26])=[O:23])(=[O:18])[C:12]1[CH:17]=[CH:16][CH:15]=[CH:14][CH:13]=1.C(O)(=O)CC(CC(O)=O)(C(O)=O)O. Given the product [C:11]([NH:19][C:20]1[CH:32]=[C:31]([CH:1]2[CH2:5][CH2:4][CH:3]=[CH:2]2)[CH:30]=[CH:29][C:21]=1[C:22]([O:24][C:25]([CH3:27])([CH3:28])[CH3:26])=[O:23])(=[O:18])[C:12]1[CH:13]=[CH:14][CH:15]=[CH:16][CH:17]=1, predict the reactants needed to synthesize it. (10) Given the product [Br:1][CH:2]1[C:7]([F:8])=[CH:6][CH:5]=[CH:4][N:3]1[OH:17], predict the reactants needed to synthesize it. The reactants are: [Br:1][C:2]1[C:7]([F:8])=[CH:6][CH:5]=[CH:4][N:3]=1.ClC1C=CC=C(C(OO)=[O:17])C=1.C([O-])(O)=O.[Na+].